From a dataset of CYP2C19 inhibition data for predicting drug metabolism from PubChem BioAssay. Regression/Classification. Given a drug SMILES string, predict its absorption, distribution, metabolism, or excretion properties. Task type varies by dataset: regression for continuous measurements (e.g., permeability, clearance, half-life) or binary classification for categorical outcomes (e.g., BBB penetration, CYP inhibition). Dataset: cyp2c19_veith. (1) The drug is C[N+](C)(C)c1ccc([C@H](N)C(=O)O)cc1. The result is 0 (non-inhibitor). (2) The result is 1 (inhibitor). The molecule is Cc1cc(C)c(C#N)c(SCC(=O)C(C)(C)C)n1. (3) The compound is CCOC(=O)CC1=C(C(=O)OCC)C2(C(=O)N1CC(=O)OC)C(C#N)=C(N)Oc1ccccc12. The result is 0 (non-inhibitor). (4) The molecule is S=C(NCc1ccco1)N1CCN(Cc2ccco2)CC1. The result is 1 (inhibitor).